From a dataset of Reaction yield outcomes from USPTO patents with 853,638 reactions. Predict the reaction yield, written as a fraction of the theoretical maximum amount of product (1.0 means a 100% yield; for example, 0.34 means a 34% yield). The reactants are [S:1]1[C:9]2[CH2:8][CH2:7][NH:6][CH2:5][C:4]=2[CH:3]=[C:2]1[C:10]([O:12][CH2:13][CH3:14])=[O:11].[NH2:15]OS(=O)(=O)O.C([O-])([O-])=O.[K+].[K+]. The catalyst is CCO.O. The product is [NH2:15][N:6]1[CH2:7][CH2:8][C:9]2[S:1][C:2]([C:10]([O:12][CH2:13][CH3:14])=[O:11])=[CH:3][C:4]=2[CH2:5]1. The yield is 0.260.